This data is from Forward reaction prediction with 1.9M reactions from USPTO patents (1976-2016). The task is: Predict the product of the given reaction. (1) The product is: [CH2:3]1[C:4]2[C:9](=[CH:8][CH:7]=[CH:6][CH:5]=2)[CH2:1][N:2]1[S:10]([C:13]1[CH:14]=[C:15]([CH:19]=[CH:20][C:21]=1[NH:22][CH3:23])[C:16]([NH:58][CH:61]1[C:38]([CH3:33])([CH3:49])[C@H:37]2[CH2:36][C@:35]1([CH3:34])[CH2:43][CH2:44]2)=[O:17])(=[O:12])=[O:11]. Given the reactants [CH2:1]1[C:9]2[C:4](=[CH:5][CH:6]=[CH:7][CH:8]=2)[CH2:3][N:2]1[S:10]([C:13]1[CH:14]=[C:15]([CH:19]=[CH:20][C:21]=1[NH:22][CH3:23])[C:16](O)=[O:17])(=[O:12])=[O:11].[CH:33]1(N=C=N[CH:33]2[CH2:38][CH2:37][CH2:36][CH2:35][CH2:34]2)[CH2:38][CH2:37][CH2:36][CH2:35][CH2:34]1.ON1[C:44]2C=CC=C[C:43]=2N=N1.[CH2:49](O)C(N)(CO)CO.C[N:58]([CH3:61])C=O, predict the reaction product. (2) Given the reactants CC1(C)C(C)(C)OB([C:9]2[CH:18]=[C:17]3[C:12]([CH2:13][CH2:14][CH2:15][NH:16]3)=[CH:11][CH:10]=2)O1.[CH2:20]([O:27][C:28]1[C:29]([C:35]([O:37][CH3:38])=[O:36])=[N:30][C:31](Br)=[CH:32][CH:33]=1)[C:21]1[CH:26]=[CH:25][CH:24]=[CH:23][CH:22]=1.C([O-])([O-])=O.[K+].[K+].O1CCOCC1, predict the reaction product. The product is: [CH2:20]([O:27][C:28]1[C:29]([C:35]([O:37][CH3:38])=[O:36])=[N:30][C:31]([C:9]2[CH:18]=[C:17]3[C:12]([CH2:13][CH2:14][CH2:15][NH:16]3)=[CH:11][CH:10]=2)=[CH:32][CH:33]=1)[C:21]1[CH:22]=[CH:23][CH:24]=[CH:25][CH:26]=1.